From a dataset of HIV replication inhibition screening data with 41,000+ compounds from the AIDS Antiviral Screen. Binary Classification. Given a drug SMILES string, predict its activity (active/inactive) in a high-throughput screening assay against a specified biological target. (1) The drug is CN(NC(=O)C(=Cc1cc(Cl)cc(Cl)c1O)NC(=O)c1ccccc1)c1cnn(-c2ccccc2)c(=O)c1Cl. The result is 0 (inactive). (2) The molecule is Oc1ccc(Cl)cc1Sc1cc(Cl)ccc1O. The result is 0 (inactive). (3) The compound is C=CCCCCCCCCCOC1C=CC(O)C(CO)O1. The result is 0 (inactive). (4) The drug is COC(=O)C(C)Oc1ccc(O)cc1. The result is 0 (inactive). (5) The molecule is O=C1C(O)=C(C(C2=C(O)C(=O)c3ccccc3C2=O)c2ccc(Cl)c(Cl)c2)C(=O)c2ccccc21. The result is 0 (inactive).